Dataset: Full USPTO retrosynthesis dataset with 1.9M reactions from patents (1976-2016). Task: Predict the reactants needed to synthesize the given product. (1) Given the product [Br:1][C:2]1[CH:3]=[C:4]2[C:9]([CH:8]=[CH:7][C:6]([O:12][CH:13]3[CH2:18][CH2:17][CH:16]([CH3:19])[CH2:15][CH2:14]3)=[C:5]2[Cl:20])=[CH:10][CH:11]=1, predict the reactants needed to synthesize it. The reactants are: [Br:1][C:2]1[CH:11]=[CH:10][C:9]2[C:4](=[CH:5][C:6]([O:12][CH:13]3[CH2:18][CH2:17][CH:16]([CH3:19])[CH2:15][CH2:14]3)=[CH:7][CH:8]=2)[CH:3]=1.[Cl:20]N1C(=O)CCC1=O.C(Cl)Cl. (2) Given the product [C:1]([C:3]1[CH:4]=[C:5]([C:10]2[O:14][N:13]=[C:12]([C:15]3[CH:23]=[CH:22][C:21]4[N:20]5[CH2:24][CH2:25][CH:26]([CH2:27][C:28]([O:30][C:31]([CH3:34])([CH3:33])[CH3:32])=[O:29])[C:19]5=[CH:18][C:17]=4[CH:16]=3)[N:11]=2)[CH:6]=[CH:7][C:8]=1[OH:38])#[N:2], predict the reactants needed to synthesize it. The reactants are: [C:1]([C:3]1[CH:4]=[C:5]([C:10]2[O:14][N:13]=[C:12]([C:15]3[CH:23]=[CH:22][C:21]4[N:20]5[CH2:24][CH2:25][CH:26]([CH2:27][C:28]([O:30][C:31]([CH3:34])([CH3:33])[CH3:32])=[O:29])[C:19]5=[CH:18][C:17]=4[CH:16]=3)[N:11]=2)[CH:6]=[CH:7][C:8]=1F)#[N:2].C([OH:38])(C)C.[H-].[Na+]. (3) The reactants are: [Br:1][C:2]1[CH:7]=[CH:6][C:5]([NH2:8])=[C:4]([C:9]2[CH2:14][CH2:13][C:12]([CH3:16])([CH3:15])[CH2:11][CH:10]=2)[CH:3]=1.[C:17]([C:19]1[N:20]=[C:21]([C:32]([O-])=[O:33])[N:22]([CH2:24][O:25][CH2:26][CH2:27][Si:28]([CH3:31])([CH3:30])[CH3:29])[CH:23]=1)#[N:18].[K+].C1CN([P+](Br)(N2CCCC2)N2CCCC2)CC1.F[P-](F)(F)(F)(F)F.CCN(C(C)C)C(C)C. Given the product [Br:1][C:2]1[CH:7]=[CH:6][C:5]([NH:8][C:32]([C:21]2[N:22]([CH2:24][O:25][CH2:26][CH2:27][Si:28]([CH3:31])([CH3:30])[CH3:29])[CH:23]=[C:19]([C:17]#[N:18])[N:20]=2)=[O:33])=[C:4]([C:9]2[CH2:14][CH2:13][C:12]([CH3:16])([CH3:15])[CH2:11][CH:10]=2)[CH:3]=1, predict the reactants needed to synthesize it. (4) The reactants are: Br[C:2]1[CH:7]=[CH:6][C:5]([O:8][CH3:9])=[C:4]([CH2:10][CH2:11][CH2:12][CH2:13][O:14][CH3:15])[CH:3]=1.C([Li])CCC.CCCCCC.CN([CH:30]=[O:31])C. Given the product [CH3:9][O:8][C:5]1[CH:6]=[CH:7][C:2]([CH:30]=[O:31])=[CH:3][C:4]=1[CH2:10][CH2:11][CH2:12][CH2:13][O:14][CH3:15], predict the reactants needed to synthesize it. (5) Given the product [Cl:1][C:2]1[CH:3]=[CH:4][C:5]([CH2:6][NH:7][C:8]([C:10]2[C:11](=[O:27])[C:12]3[C:13]4[N:14]([CH:26]=2)[CH2:15][C:16](=[O:25])[N:17]([CH3:24])[C:18]=4[CH:19]=[C:20]([CH2:22][N:37]([CH2:36][CH:35]([C:32]2[CH:33]=[CH:34][O:30][CH:31]=2)[OH:39])[CH3:38])[CH:21]=3)=[O:9])=[CH:28][CH:29]=1, predict the reactants needed to synthesize it. The reactants are: [Cl:1][C:2]1[CH:29]=[CH:28][C:5]([CH2:6][NH:7][C:8]([C:10]2[C:11](=[O:27])[C:12]3[C:13]4[N:14]([CH:26]=2)[CH2:15][C:16](=[O:25])[N:17]([CH3:24])[C:18]=4[CH:19]=[C:20]([CH2:22]Cl)[CH:21]=3)=[O:9])=[CH:4][CH:3]=1.[O:30]1[CH:34]=[CH:33][C:32]([CH:35]([OH:39])[CH2:36][NH:37][CH3:38])=[CH:31]1.CN(C=O)C. (6) Given the product [C:1]([O:5][C:6]([N:8]1[CH2:12][C@@H:11]([CH2:13][N:14]([CH2:15][CH2:16][CH2:17][C:18]([O:20][C:21]([CH3:24])([CH3:23])[CH3:22])=[O:19])[C:43]([CH:41]2[C:40]3[C:35](=[CH:36][CH:37]=[CH:38][CH:39]=3)[NH:34][C:33](=[O:32])[CH2:42]2)=[O:44])[C@H:10]([CH2:25][C:26]2[CH:27]=[CH:28][CH:29]=[CH:30][CH:31]=2)[CH2:9]1)=[O:7])([CH3:2])([CH3:3])[CH3:4], predict the reactants needed to synthesize it. The reactants are: [C:1]([O:5][C:6]([N:8]1[CH2:12][C@@H:11]([CH2:13][NH:14][CH2:15][CH2:16][CH2:17][C:18]([O:20][C:21]([CH3:24])([CH3:23])[CH3:22])=[O:19])[C@H:10]([CH2:25][C:26]2[CH:31]=[CH:30][CH:29]=[CH:28][CH:27]=2)[CH2:9]1)=[O:7])([CH3:4])([CH3:3])[CH3:2].[O:32]=[C:33]1[CH2:42][CH:41]([C:43](O)=[O:44])[C:40]2[C:35](=[CH:36][CH:37]=[CH:38][CH:39]=2)[NH:34]1. (7) Given the product [NH2:4][C:3]1[O:13][CH:14]=[C:15]([C:17]2[CH:22]=[CH:21][C:20]([F:23])=[CH:19][CH:18]=2)[C:2]=1[C:1]#[N:5], predict the reactants needed to synthesize it. The reactants are: [C:1](#[N:5])[CH2:2][C:3]#[N:4].C(N(CC)CC)C.[OH:13][CH2:14][C:15]([C:17]1[CH:22]=[CH:21][C:20]([F:23])=[CH:19][CH:18]=1)=O. (8) Given the product [F:18][C:2]([F:1])([F:17])[C:3]1[CH:4]=[C:5]([CH:14]=[CH:15][CH:16]=1)[CH2:6][CH:7]1[S:11][C:10](=[N:12][C:26]([NH:25][C:19]2[CH:24]=[CH:23][CH:22]=[CH:21][CH:20]=2)=[O:27])[NH:9][C:8]1=[O:13], predict the reactants needed to synthesize it. The reactants are: [F:1][C:2]([F:18])([F:17])[C:3]1[CH:4]=[C:5]([CH:14]=[CH:15][CH:16]=1)[CH2:6][CH:7]1[S:11][C:10]([NH2:12])=[N:9][C:8]1=[O:13].[C:19]1([N:25]=[C:26]=[O:27])[CH:24]=[CH:23][CH:22]=[CH:21][CH:20]=1. (9) Given the product [OH:5][CH:6]=[C:7]1[C:16]2([CH2:21][CH2:20][N:19]([C:22]([O:24][CH2:25][C:26]3[CH:31]=[CH:30][CH:29]=[CH:28][CH:27]=3)=[O:23])[CH2:18][CH2:17]2)[O:15][C:14]2[C:9](=[CH:10][CH:11]=[CH:12][CH:13]=2)[C:8]1=[O:32], predict the reactants needed to synthesize it. The reactants are: II.C([O:5][CH:6](OCC)[CH:7]1[C:16]2([CH2:21][CH2:20][N:19]([C:22]([O:24][CH2:25][C:26]3[CH:31]=[CH:30][CH:29]=[CH:28][CH:27]=3)=[O:23])[CH2:18][CH2:17]2)[O:15][C:14]2[C:9](=[CH:10][CH:11]=[CH:12][CH:13]=2)[C:8]1=[O:32])C.